From a dataset of Catalyst prediction with 721,799 reactions and 888 catalyst types from USPTO. Predict which catalyst facilitates the given reaction. (1) Reactant: C(OP([CH2:9][C:10]([O:12][C:13]([CH3:16])([CH3:15])[CH3:14])=[O:11])(OCC)=O)C.[H-].[Na+].[F:19][C:20]1[CH:21]=[C:22]([CH:25]=[CH:26][C:27]=1[F:28])[CH:23]=O. Product: [F:19][C:20]1[CH:21]=[C:22](/[CH:23]=[CH:9]/[C:10]([O:12][C:13]([CH3:14])([CH3:15])[CH3:16])=[O:11])[CH:25]=[CH:26][C:27]=1[F:28]. The catalyst class is: 1. (2) Reactant: C[O:2][C:3]([C:5]1[N:6]=[C:7]([CH2:10][NH:11][C:12]([O:14][C:15]([CH3:18])([CH3:17])[CH3:16])=[O:13])[O:8][CH:9]=1)=O.CC(C[AlH]CC(C)C)C.C(C(C(C([O-])=O)O)O)([O-])=O.[K+].[Na+]. Product: [C:15]([O:14][C:12](=[O:13])[NH:11][CH2:10][C:7]1[O:8][CH:9]=[C:5]([CH2:3][OH:2])[N:6]=1)([CH3:18])([CH3:16])[CH3:17]. The catalyst class is: 4.